Task: Regression. Given a peptide amino acid sequence and an MHC pseudo amino acid sequence, predict their binding affinity value. This is MHC class II binding data.. Dataset: Peptide-MHC class II binding affinity with 134,281 pairs from IEDB The binding affinity (normalized) is 0.661. The peptide sequence is ITKGKVDPTDYFRNE. The MHC is DRB3_0101 with pseudo-sequence DRB3_0101.